Dataset: Forward reaction prediction with 1.9M reactions from USPTO patents (1976-2016). Task: Predict the product of the given reaction. Given the reactants [CH2:1]([NH:8][CH2:9][C@H:10]1[CH2:19][CH2:18][C:17]2[C:12](=[CH:13][CH:14]=[C:15]([Br:20])[CH:16]=2)[O:11]1)[C:2]1[CH:7]=[CH:6][CH:5]=[CH:4][CH:3]=1.[C:21](O[C:21]([O:23][C:24]([CH3:27])([CH3:26])[CH3:25])=[O:22])([O:23][C:24]([CH3:27])([CH3:26])[CH3:25])=[O:22], predict the reaction product. The product is: [CH2:1]([N:8]([CH2:9][C@@H:10]1[CH2:19][CH2:18][C:17]2[C:12](=[CH:13][CH:14]=[C:15]([Br:20])[CH:16]=2)[O:11]1)[C:21](=[O:22])[O:23][C:24]([CH3:27])([CH3:26])[CH3:25])[C:2]1[CH:3]=[CH:4][CH:5]=[CH:6][CH:7]=1.